Dataset: Catalyst prediction with 721,799 reactions and 888 catalyst types from USPTO. Task: Predict which catalyst facilitates the given reaction. (1) The catalyst class is: 102. Reactant: Br[C:2]1[CH:7]=[C:6]([CH3:8])[C:5]([C:9]2[C:10](=[O:16])[CH2:11][CH2:12][C:13]=2[O:14][CH3:15])=[C:4]([CH3:17])[CH:3]=1.[CH3:18][C:19]1([CH3:35])[C:23]([CH3:25])([CH3:24])[O:22][B:21]([B:21]2[O:22][C:23]([CH3:25])([CH3:24])[C:19]([CH3:35])([CH3:18])[O:20]2)[O:20]1.C([O-])(=O)C.[K+].C1(P(C2CCCCC2)C2C=CC=CC=2C2C(OC)=CC=CC=2OC)CCCCC1. Product: [CH3:8][C:6]1[CH:7]=[C:2]([B:21]2[O:22][C:23]([CH3:25])([CH3:24])[C:19]([CH3:35])([CH3:18])[O:20]2)[CH:3]=[C:4]([CH3:17])[C:5]=1[C:9]1[C:10](=[O:16])[CH2:11][CH2:12][C:13]=1[O:14][CH3:15]. (2) Reactant: [CH2:1]([OH:23])[C@H:2]1[O:7][C@H:6]([O:8][C@:9]2([CH2:18][OH:19])[O:13][C@H:12]([CH2:14][OH:15])[C@@H:11]([OH:16])[C@@H:10]2[OH:17])[C@H:5]([OH:20])[C@@H:4]([OH:21])[C@@H:3]1[OH:22]. Product: [CH2:1]([OH:23])[C@H:2]1[O:7][C@H:6]([O:8][C@@H:9]([C@@H:10]([OH:17])[C@H:11]([OH:16])[C:12]([CH2:14][OH:15])=[O:13])[CH2:18][OH:19])[C@H:5]([OH:20])[C@@H:4]([OH:21])[C@@H:3]1[OH:22]. The catalyst class is: 6.